This data is from Forward reaction prediction with 1.9M reactions from USPTO patents (1976-2016). The task is: Predict the product of the given reaction. Given the reactants [C-:1]#[N:2].C([Al+]CC)C.Cl[CH:9]([NH:15][C:16](=[O:21])[C:17]([CH3:20])([CH3:19])[CH3:18])[C:10]([O:12][CH2:13][CH3:14])=[O:11].[NH4+].[Cl-], predict the reaction product. The product is: [NH2:2][C:1]1[O:21][C:16]([C:17]([CH3:20])([CH3:19])[CH3:18])=[N:15][C:9]=1[C:10]([O:12][CH2:13][CH3:14])=[O:11].